Dataset: Experimentally validated miRNA-target interactions with 360,000+ pairs, plus equal number of negative samples. Task: Binary Classification. Given a miRNA mature sequence and a target amino acid sequence, predict their likelihood of interaction. The protein sequence of the target gene is MLLLLLVPLFLRPLGAGGAQTPNVTSEGCQIIHPPWEGGIRYRGLTRDQVKAINFLPVDYEIEYVCRGEREVVGPKVRKCLANGSWTDMDTPSRCVRICSKSYLTLENGKVFLTGGDLPALDGARVDFRCDPDFHLVGSSRSICSQGQWSTPKPHCQVNRTPHSERRAVYIGALFPMSGGWPGGQACQPAVEMALEDVNSRRDILPDYELKLIHHDSKCDPGQATKYLYELLYNDPIKIILMPGCSSVSTLVAEAARMWNLIVLSYGSSSPALSNRQRFPTFFRTHPSATLHNPTRVKLF.... The miRNA is hsa-miR-3652 with sequence CGGCUGGAGGUGUGAGGA. Result: 0 (no interaction).